From a dataset of Forward reaction prediction with 1.9M reactions from USPTO patents (1976-2016). Predict the product of the given reaction. (1) Given the reactants CS(O[CH2:6][CH2:7][C@H:8]1[C:13]2[CH:14]=[CH:15][C:16]([N:18]3[CH2:22][CH2:21][NH:20][C:19]3=[O:23])=[CH:17][C:12]=2[CH2:11][CH2:10][O:9]1)(=O)=O.[C:24]([C:26]1[CH:41]=[CH:40][C:29]2[C:30]([N:33]3[CH2:38][CH2:37][NH:36][C@H:35]([CH3:39])[CH2:34]3)=[CH:31][S:32][C:28]=2[CH:27]=1)#[N:25], predict the reaction product. The product is: [C:24]([C:26]1[CH:41]=[CH:40][C:29]2[C:30]([N:33]3[CH2:38][CH2:37][N:36]([CH2:6][CH2:7][C@H:8]4[C:13]5[CH:14]=[CH:15][C:16]([N:18]6[CH2:22][CH2:21][NH:20][C:19]6=[O:23])=[CH:17][C:12]=5[CH2:11][CH2:10][O:9]4)[C@H:35]([CH3:39])[CH2:34]3)=[CH:31][S:32][C:28]=2[CH:27]=1)#[N:25]. (2) Given the reactants C(C1C=CC(C(NC2C=CC(C3SC(CCC(O)=O)=NC=3)=CC=2)=O)=CC=1)(C)(C)C.[C:30]([C:34]1[CH:60]=[CH:59][C:37]([C:38]([NH:40][C:41]2[CH:46]=[CH:45][C:44]([C:47]3[S:51][C:50]([CH2:52][CH2:53][CH2:54][C:55]([O:57]C)=[O:56])=[N:49][CH:48]=3)=[CH:43][CH:42]=2)=[O:39])=[CH:36][CH:35]=1)([CH3:33])([CH3:32])[CH3:31], predict the reaction product. The product is: [C:30]([C:34]1[CH:60]=[CH:59][C:37]([C:38]([NH:40][C:41]2[CH:46]=[CH:45][C:44]([C:47]3[S:51][C:50]([CH2:52][CH2:53][CH2:54][C:55]([OH:57])=[O:56])=[N:49][CH:48]=3)=[CH:43][CH:42]=2)=[O:39])=[CH:36][CH:35]=1)([CH3:33])([CH3:31])[CH3:32]. (3) Given the reactants C[O:2][CH2:3][C@H:4]([CH3:35])[O:5][C:6]1[CH:7]=[C:8]([CH:21]=[C:22]([C:24]2[NH:25][C:26]([C:29]3[O:30][C@@H:31]([CH3:34])[CH2:32][N:33]=3)=[CH:27][CH:28]=2)[CH:23]=1)[O:9][C:10]1[CH:11]=[CH:12][C:13]([S:16]([NH:19][CH3:20])(=[O:18])=[O:17])=[N:14][CH:15]=1.B(Br)(Br)Br.[Na], predict the reaction product. The product is: [OH:2][CH2:3][C@H:4]([CH3:35])[O:5][C:6]1[CH:7]=[C:8]([CH:21]=[C:22]([C:24]2[NH:25][C:26]([C:29]3[O:30][C@@H:31]([CH3:34])[CH2:32][N:33]=3)=[CH:27][CH:28]=2)[CH:23]=1)[O:9][C:10]1[CH:11]=[CH:12][C:13]([S:16]([NH:19][CH3:20])(=[O:18])=[O:17])=[N:14][CH:15]=1. (4) Given the reactants [CH:1]([CH:3]1[CH2:8][CH2:7][N:6]([C:9]([O:11][C:12]([CH3:15])([CH3:14])[CH3:13])=[O:10])[CH2:5][CH2:4]1)=O.[C:16](=O)([O-])[O-].[K+].[K+].[N+](=C(P(=O)(OC)OC)C(=O)C)=[N-], predict the reaction product. The product is: [C:1]([CH:3]1[CH2:8][CH2:7][N:6]([C:9]([O:11][C:12]([CH3:15])([CH3:14])[CH3:13])=[O:10])[CH2:5][CH2:4]1)#[CH:16]. (5) The product is: [CH:16]#[C:17][CH2:18][NH:19][C@H:20]1[C:24]2[CH:25]=[CH:26][CH:27]=[CH:28][C:23]=2[CH2:22][CH2:21]1.[C:5]([O-:15])(=[O:14])[CH:6]([C:8]1[CH:13]=[CH:12][CH:11]=[CH:10][CH:9]=1)[OH:7]. Given the reactants C(O)(C)C.[C:5]([OH:15])(=[O:14])[C@H:6]([C:8]1[CH:13]=[CH:12][CH:11]=[CH:10][CH:9]=1)[OH:7].[CH:16]#[C:17][CH2:18][NH:19][C@H:20]1[C:24]2[CH:25]=[CH:26][CH:27]=[CH:28][C:23]=2[CH2:22][CH2:21]1, predict the reaction product. (6) Given the reactants [NH:1]1[C:5]2[CH:6]=[CH:7][CH:8]=[CH:9][C:4]=2[N:3]=[C:2]1[C:10]([OH:12])=O.[NH2:13][C@@H:14]([CH3:30])[CH2:15][N:16]1[CH:20]=[CH:19][C:18]([C:21]2[CH:28]=[CH:27][C:24]([C:25]#[N:26])=[C:23]([Cl:29])[CH:22]=2)=[N:17]1, predict the reaction product. The product is: [Cl:29][C:23]1[CH:22]=[C:21]([C:18]2[CH:19]=[CH:20][N:16]([CH2:15][C@@H:14]([NH:13][C:10]([C:2]3[NH:1][C:5]4[CH:6]=[CH:7][CH:8]=[CH:9][C:4]=4[N:3]=3)=[O:12])[CH3:30])[N:17]=2)[CH:28]=[CH:27][C:24]=1[C:25]#[N:26]. (7) Given the reactants [N+:1]1([O-:8])[C:2]([CH3:7])=[CH:3][CH:4]=[CH:5][CH:6]=1.S(=O)(=O)(O)O.C(=O)([O-])[O-].[Na+].[Na+].[N+:20]([O-])([OH:22])=[O:21], predict the reaction product. The product is: [CH3:7][CH:2]1[CH:3]=[C:4]([N+:20]([O-:22])=[O:21])[CH:5]=[CH:6][N:1]1[OH:8]. (8) Given the reactants Cl.[NH:2]1[CH2:5][CH2:4][CH2:3]1.[OH-].[Na+].Br[CH2:9][C:10]([O:12][C:13]([CH3:16])([CH3:15])[CH3:14])=[O:11].C(OCC)(=O)C, predict the reaction product. The product is: [N:2]1([CH2:9][C:10]([O:12][C:13]([CH3:16])([CH3:15])[CH3:14])=[O:11])[CH2:5][CH2:4][CH2:3]1. (9) Given the reactants [C:1]([C:5]1[CH:35]=[CH:34][C:8]([C:9]([NH:11][C:12]2[CH:17]=[CH:16][CH:15]=[C:14]([C:18]3[C:19]4[CH:26]=[C:25]([C:27]5[CH2:28][CH2:29][NH:30][CH2:31][CH:32]=5)[NH:24][C:20]=4[N:21]=[CH:22][N:23]=3)[C:13]=2[CH3:33])=[O:10])=[CH:7][CH:6]=1)([CH3:4])([CH3:3])[CH3:2].[CH3:36][S:37](Cl)(=[O:39])=[O:38], predict the reaction product. The product is: [C:1]([C:5]1[CH:6]=[CH:7][C:8]([C:9]([NH:11][C:12]2[CH:17]=[CH:16][CH:15]=[C:14]([C:18]3[C:19]4[CH:26]=[C:25]([C:27]5[CH2:28][CH2:29][N:30]([S:37]([CH3:36])(=[O:39])=[O:38])[CH2:31][CH:32]=5)[NH:24][C:20]=4[N:21]=[CH:22][N:23]=3)[C:13]=2[CH3:33])=[O:10])=[CH:34][CH:35]=1)([CH3:4])([CH3:2])[CH3:3].